Dataset: Full USPTO retrosynthesis dataset with 1.9M reactions from patents (1976-2016). Task: Predict the reactants needed to synthesize the given product. (1) Given the product [F:12][C:13]([F:21])([F:22])[C:14]1[CH:15]=[C:16]([NH:17][C:2]2[C:11]3[C:6](=[CH:7][CH:8]=[CH:9][CH:10]=3)[CH:5]=[CH:4][N:3]=2)[CH:18]=[CH:19][CH:20]=1, predict the reactants needed to synthesize it. The reactants are: Cl[C:2]1[C:11]2[C:6](=[CH:7][CH:8]=[CH:9][CH:10]=2)[CH:5]=[CH:4][N:3]=1.[F:12][C:13]([F:22])([F:21])[C:14]1[CH:15]=[C:16]([CH:18]=[CH:19][CH:20]=1)[NH2:17].CN1CCCC1=O. (2) The reactants are: [F:1][C:2]1[C:7]([F:8])=[CH:6][C:5]([C:9]2[CH:14]=[CH:13][N:12]=[CH:11][C:10]=2[NH:15][CH2:16][CH2:17][S:18]([CH3:21])(=[O:20])=[O:19])=[C:4]([O:22][CH3:23])[CH:3]=1.[F:24][C:25]([F:40])([F:39])[C:26]1[CH:27]=[C:28]([CH:32]=[C:33]([C:35]([F:38])([F:37])[F:36])[N:34]=1)[C:29](O)=[O:30]. Given the product [F:1][C:2]1[C:7]([F:8])=[CH:6][C:5]([C:9]2[CH:14]=[CH:13][N:12]=[CH:11][C:10]=2[N:15]([CH2:16][CH2:17][S:18]([CH3:21])(=[O:20])=[O:19])[C:29](=[O:30])[C:28]2[CH:32]=[C:33]([C:35]([F:36])([F:37])[F:38])[N:34]=[C:26]([C:25]([F:40])([F:24])[F:39])[CH:27]=2)=[C:4]([O:22][CH3:23])[CH:3]=1, predict the reactants needed to synthesize it. (3) The reactants are: Cl.[C:2]([N:5]1[CH2:10][CH2:9][N:8]([C:11]([O:13][C:14]([CH3:17])([CH3:16])[CH3:15])=[O:12])[CH2:7][CH2:6]1)(=[NH:4])[NH2:3].Cl[C:19]1[N:29]=[CH:28][CH:27]=[CH:26][C:20]=1[C:21](OCC)=[O:22].CC(C)([O-])C.[K+]. Given the product [O:22]=[C:21]1[NH:3][C:2]([N:5]2[CH2:6][CH2:7][N:8]([C:11]([O:13][C:14]([CH3:17])([CH3:16])[CH3:15])=[O:12])[CH2:9][CH2:10]2)=[N:4][C:19]2[N:29]=[CH:28][CH:27]=[CH:26][C:20]1=2, predict the reactants needed to synthesize it. (4) Given the product [F:1][C:2]1[CH:3]=[N+:4]([O-:13])[C:5]2[CH:6]=[CH:7][C:8](=[O:12])[N:9]([CH2:22][CH:21]=[CH2:20])[C:10]=2[CH:11]=1, predict the reactants needed to synthesize it. The reactants are: [F:1][C:2]1[CH:3]=[N+:4]([O-:13])[C:5]2[CH:6]=[CH:7][C:8](=[O:12])[NH:9][C:10]=2[CH:11]=1.C(=O)([O-])[O-].[K+].[K+].[CH2:20](I)[CH:21]=[CH2:22].